This data is from Forward reaction prediction with 1.9M reactions from USPTO patents (1976-2016). The task is: Predict the product of the given reaction. (1) Given the reactants N1CCCCC1.[CH3:7][O:8][C:9]1[C:53]([O:54][CH2:55][CH2:56][CH2:57][O:58][C:59]2[C:60]([O:96][CH3:97])=[CH:61][C:62]3[C:68](=[O:69])[N:67]4[CH:70]=[C:71]([C:73]5[CH:78]=[CH:77][C:76]([N:79]6[CH2:84][CH2:83][N:82]([CH3:85])[CH2:81][CH2:80]6)=[CH:75][CH:74]=5)[CH2:72][C@H:66]4[C:65](=[O:86])[N:64]([CH2:87][O:88][CH2:89][CH2:90][Si:91]([CH3:94])([CH3:93])[CH3:92])[C:63]=3[CH:95]=2)=[CH:52][C:12]2[N:13]([CH2:44][O:45][CH2:46][CH2:47][Si:48]([CH3:51])([CH3:50])[CH3:49])[C:14](=[O:43])[C@@H:15]3[CH2:21][C:20](/[CH:22]=[CH:23]/[CH2:24][NH:25]C(=O)OCC4C5C=CC=CC=5C5C4=CC=CC=5)=[CH:19][N:16]3[C:17](=[O:18])[C:11]=2[CH:10]=1, predict the reaction product. The product is: [NH2:25][CH2:24]/[CH:23]=[CH:22]/[C:20]1[CH2:21][C@H:15]2[C:14](=[O:43])[N:13]([CH2:44][O:45][CH2:46][CH2:47][Si:48]([CH3:50])([CH3:51])[CH3:49])[C:12]3[CH:52]=[C:53]([O:54][CH2:55][CH2:56][CH2:57][O:58][C:59]4[C:60]([O:96][CH3:97])=[CH:61][C:62]5[C:68](=[O:69])[N:67]6[CH:70]=[C:71]([C:73]7[CH:74]=[CH:75][C:76]([N:79]8[CH2:84][CH2:83][N:82]([CH3:85])[CH2:81][CH2:80]8)=[CH:77][CH:78]=7)[CH2:72][C@H:66]6[C:65](=[O:86])[N:64]([CH2:87][O:88][CH2:89][CH2:90][Si:91]([CH3:92])([CH3:94])[CH3:93])[C:63]=5[CH:95]=4)[C:9]([O:8][CH3:7])=[CH:10][C:11]=3[C:17](=[O:18])[N:16]2[CH:19]=1. (2) Given the reactants [OH:1][CH2:2][C@@H:3]1[CH2:7][CH2:6][CH2:5][N:4]1[C:8]([C:10]1[CH:11]=[N:12][CH:13]=[CH:14][CH:15]=1)=[O:9].[OH:16][C:17]1[CH:24]=[CH:23][CH:22]=[C:21](O)[C:18]=1[CH:19]=[O:20].C1C=CC(P(C2C=CC=CC=2)C2C=CC=CC=2)=CC=1.CC(OC(/N=N/C(OC(C)C)=O)=O)C, predict the reaction product. The product is: [OH:16][C:17]1[CH:24]=[CH:23][CH:22]=[C:21]([O:1][CH2:2][C@@H:3]2[CH2:7][CH2:6][CH2:5][N:4]2[C:8](=[O:9])[C:10]2[CH:15]=[CH:14][CH:13]=[N:12][CH:11]=2)[C:18]=1[CH:19]=[O:20]. (3) The product is: [CH2:1]([O:8][C:9]1[CH:10]=[C:11]2[C:16](=[CH:17][C:18]=1[O:27][CH2:26][CH2:25][O:24][CH3:23])[N:15]=[CH:14][C:13]([C:20]#[N:21])=[C:12]2[OH:22])[C:2]1[CH:7]=[CH:6][CH:5]=[CH:4][CH:3]=1. Given the reactants [CH2:1]([O:8][C:9]1[CH:10]=[C:11]2[C:16](=[CH:17][C:18]=1F)[N:15]=[CH:14][C:13]([C:20]#[N:21])=[C:12]2[OH:22])[C:2]1[CH:7]=[CH:6][CH:5]=[CH:4][CH:3]=1.[CH3:23][O:24][CH2:25][CH2:26][OH:27], predict the reaction product. (4) Given the reactants [CH3:1][N:2]([CH3:28])[C:3]([C:5]1[C:6]2[CH:7]([OH:27])[C@H:8]([OH:26])[C@@H:9]([C:20]3[CH:25]=[CH:24][CH:23]=[CH:22][CH:21]=3)[NH:10][C:11]=2[C:12]2[N:17]=[C:16]([CH3:18])[N:15]([CH3:19])[C:13]=2[CH:14]=1)=[O:4].CS(O)(=O)=O.C(=O)([O-])O.[Na+].[CH2:39](O)[CH2:40][CH2:41][CH3:42], predict the reaction product. The product is: [CH3:28][N:2]([CH3:1])[C:3]([C:5]1[C:6]2[C@H:7]([O:27][CH2:39][CH2:40][CH2:41][CH3:42])[C@H:8]([OH:26])[C@@H:9]([C:20]3[CH:25]=[CH:24][CH:23]=[CH:22][CH:21]=3)[NH:10][C:11]=2[C:12]2[N:17]=[C:16]([CH3:18])[N:15]([CH3:19])[C:13]=2[CH:14]=1)=[O:4].